This data is from Catalyst prediction with 721,799 reactions and 888 catalyst types from USPTO. The task is: Predict which catalyst facilitates the given reaction. (1) Reactant: [OH:1][CH:2]([C:4]1([CH3:18])[CH2:8][NH:7][CH2:6][CH:5]1[C:9]1[CH:10]=[CH:11][C:12]([O:16][CH3:17])=[C:13]([OH:15])[CH:14]=1)[CH3:3].CCN(C(C)C)C(C)C.[CH3:28][C:29]1([CH3:37])[O:33][C@H:32]([C:34](Cl)=[O:35])[CH2:31][O:30]1. Product: [CH3:28][C:29]1([CH3:37])[O:33][C@@H:32]([C:34]([N:7]2[CH2:6][C@@H:5]([C:9]3[CH:10]=[CH:11][C:12]([O:16][CH3:17])=[C:13]([OH:15])[CH:14]=3)[C@@:4]([C@H:2]([OH:1])[CH3:3])([CH3:18])[CH2:8]2)=[O:35])[CH2:31][O:30]1. The catalyst class is: 2. (2) Reactant: Cl[C:2]1[CH:7]=[C:6]([CH2:8][OH:9])[CH:5]=[CH:4][N:3]=1.[CH3:10][NH:11][CH3:12]. Product: [OH:9][CH2:8][C:6]1[CH:5]=[CH:4][N:3]=[C:2]([N:11]([CH3:12])[CH3:10])[CH:7]=1. The catalyst class is: 8. (3) Reactant: [Si:1]([O:8][C@@H:9]1[C@H:13]([CH2:14][O:15][Si](C(C)(C)C)(C)C)[CH2:12][C@@H:11]([O:23][C:24]2[N:29]=[CH:28][N:27]=[C:26]([NH:30][C@@H:31]3[C:39]4[C:34](=[CH:35][CH:36]=[CH:37][CH:38]=4)[CH2:33][C@@H:32]3[O:40][CH3:41])[CH:25]=2)[CH2:10]1)([C:4]([CH3:7])([CH3:6])[CH3:5])([CH3:3])[CH3:2].C(O)(=O)C. Product: [Si:1]([O:8][C@H:9]1[CH2:10][C@H:11]([O:23][C:24]2[CH:25]=[C:26]([NH:30][C@@H:31]3[C:39]4[C:34](=[CH:35][CH:36]=[CH:37][CH:38]=4)[CH2:33][C@@H:32]3[O:40][CH3:41])[N:27]=[CH:28][N:29]=2)[CH2:12][C@H:13]1[CH2:14][OH:15])([C:4]([CH3:7])([CH3:5])[CH3:6])([CH3:3])[CH3:2]. The catalyst class is: 20.